Predict which catalyst facilitates the given reaction. From a dataset of Catalyst prediction with 721,799 reactions and 888 catalyst types from USPTO. (1) Reactant: [Cl:1][C:2]1[C:3]([F:13])=[C:4]([NH:8][NH:9]C(=O)C)[CH:5]=[CH:6][CH:7]=1.P(Cl)(Cl)(Cl)=O.C(O[CH:22]=[C:23]([C:29]([O:31]CC)=O)[C:24]([O:26][CH2:27][CH3:28])=[O:25])C.O. Product: [Cl:1][C:2]1[C:3]([F:13])=[C:4]([N:8]2[CH:22]=[C:23]([C:24]([O:26][CH2:27][CH3:28])=[O:25])[C:29]([OH:31])=[N:9]2)[CH:5]=[CH:6][CH:7]=1. The catalyst class is: 13. (2) Reactant: [Cl:1][C:2]1[C:7]([F:8])=[CH:6][CH:5]=[C:4]([Cl:9])[C:3]=1[C@H:10]([O:12][C:13]1[C:14]2[O:22][CH:21]=[C:20]([C:23]3[CH2:24][CH2:25][NH:26][CH2:27][CH:28]=3)[C:15]=2[CH:16]=[N:17][C:18]=1[NH2:19])[CH3:11]. Product: [Cl:1][C:2]1[C:7]([F:8])=[CH:6][CH:5]=[C:4]([Cl:9])[C:3]=1[C@H:10]([O:12][C:13]1[C:14]2[O:22][CH:21]=[C:20]([CH:23]3[CH2:24][CH2:25][NH:26][CH2:27][CH2:28]3)[C:15]=2[CH:16]=[N:17][C:18]=1[NH2:19])[CH3:11]. The catalyst class is: 99. (3) Reactant: [C:1](NCC=O)([O:3][C:4]([CH3:7])([CH3:6])[CH3:5])=[O:2].[NH2:12][C@H:13]([C:16]([O:18][CH3:19])=[O:17])[CH2:14][SH:15].Cl.[CH3:21][CH2:22][N:23](C(C)C)C(C)C. Product: [C:1]([C:21]1([CH2:22][NH2:23])[NH:12][CH:13]([C:16]([O:18][CH3:19])=[O:17])[CH2:14][S:15]1)([O:3][C:4]([CH3:5])([CH3:6])[CH3:7])=[O:2]. The catalyst class is: 2. (4) Reactant: [F:1][C:2]1[CH:7]=[CH:6][C:5]([C@H:8]2[NH:13][CH2:12][C@@H:11]([CH3:14])[O:10][CH2:9]2)=[CH:4][CH:3]=1.Cl[C:16]1[N:17]=[CH:18][C:19]2[O:20][CH2:21][C:22](=[O:26])[NH:23][C:24]=2[N:25]=1. Product: [F:1][C:2]1[CH:3]=[CH:4][C:5]([C@@H:8]2[CH2:9][O:10][C@H:11]([CH3:14])[CH2:12][N:13]2[C:16]2[N:17]=[CH:18][C:19]3[O:20][CH2:21][C:22](=[O:26])[NH:23][C:24]=3[N:25]=2)=[CH:6][CH:7]=1. The catalyst class is: 16. (5) Reactant: CC1C=CC(S([O:11][CH2:12][CH2:13][CH:14]2[CH2:20][CH:19]3[N:21]([C:22]([O:24][C:25]([CH3:28])([CH3:27])[CH3:26])=[O:23])[CH:16]([CH2:17][CH2:18]3)[CH2:15]2)(=O)=O)=CC=1.C(=O)([O-])[O-].[K+].[K+].O[C:36]1[CH:41]=[CH:40][C:39]([C:42]2[C:43]3[CH:52]=[CH:51][N:50]([CH3:53])[C:44]=3[N:45]=[C:46]([C:48]#[N:49])[N:47]=2)=[CH:38][C:37]=1[C:54]([F:57])([F:56])[F:55]. Product: [C:48]([C:46]1[N:47]=[C:42]([C:39]2[CH:40]=[CH:41][C:36]([O:11][CH2:12][CH2:13][CH:14]3[CH2:15][CH:16]4[N:21]([C:22]([O:24][C:25]([CH3:26])([CH3:27])[CH3:28])=[O:23])[CH:19]([CH2:18][CH2:17]4)[CH2:20]3)=[C:37]([C:54]([F:57])([F:56])[F:55])[CH:38]=2)[C:43]2[CH:52]=[CH:51][N:50]([CH3:53])[C:44]=2[N:45]=1)#[N:49]. The catalyst class is: 44. (6) Reactant: [CH2:1]([O:8][C:9]1[CH:16]=[CH:15][C:12]([C:13]#[N:14])=[CH:11][C:10]=1[O:17][CH3:18])[C:2]1[CH:7]=[CH:6][CH:5]=[CH:4][CH:3]=1.[N+:19]([O-])([OH:21])=[O:20].[OH-].[K+]. Product: [N+:19]([C:15]1[CH:16]=[C:9]([O:8][CH2:1][C:2]2[CH:3]=[CH:4][CH:5]=[CH:6][CH:7]=2)[C:10]([O:17][CH3:18])=[CH:11][C:12]=1[C:13]#[N:14])([O-:21])=[O:20]. The catalyst class is: 15. (7) Reactant: [F:1][C:2]1[CH:9]=[C:8]([OH:10])[CH:7]=[CH:6][C:3]=1[C:4]#[N:5].Br[C:12]1[N:17]=[C:16]([CH3:18])[C:15]([CH:19]=[O:20])=[CH:14][CH:13]=1.C([O-])([O-])=O.[K+].[K+]. Product: [F:1][C:2]1[CH:9]=[C:8]([O:10][C:12]2[CH:13]=[CH:14][C:15]([CH:19]=[O:20])=[C:16]([CH3:18])[N:17]=2)[CH:7]=[CH:6][C:3]=1[C:4]#[N:5]. The catalyst class is: 3.